This data is from Reaction yield outcomes from USPTO patents with 853,638 reactions. The task is: Predict the reaction yield, written as a fraction of the theoretical maximum amount of product (1.0 means a 100% yield; for example, 0.34 means a 34% yield). (1) The reactants are [CH3:1][P+](C1C=CC=CC=1)(C1C=CC=CC=1)C1C=CC=CC=1.C([Li])CCC.[CH2:26]([O:33][N:34]1[C:37]2([CH:42]=[CH:41][C:40](=O)[CH:39]([O:44][Si:45]([C:48]([CH3:51])([CH3:50])[CH3:49])([CH3:47])[CH3:46])[CH:38]2[O:52][Si:53]([CH3:56])([CH3:55])[CH3:54])[CH2:36][C:35]1=[O:57])[C:27]1[CH:32]=[CH:31][CH:30]=[CH:29][CH:28]=1. The catalyst is C1COCC1. The product is [CH2:26]([O:33][N:34]1[C:37]2([CH:42]=[CH:41][C:40](=[CH2:1])[CH:39]([O:44][Si:45]([C:48]([CH3:51])([CH3:49])[CH3:50])([CH3:47])[CH3:46])[CH:38]2[O:52][Si:53]([CH3:54])([CH3:56])[CH3:55])[CH2:36][C:35]1=[O:57])[C:27]1[CH:32]=[CH:31][CH:30]=[CH:29][CH:28]=1. The yield is 0.680. (2) The reactants are [B]1OC2[C:3](=[CH:4]C=CC=2)O1.C(OC#C)C.[CH2:15]([O:17][C:18](=[O:28])[C:19]1[CH:24]=[C:23](I)[C:22]([NH2:26])=[N:21][C:20]=1[NH2:27])[CH3:16].[OH-].[Na+].Cl. The catalyst is O1CCCC1.C1C=CC([P]([Pd]([P](C2C=CC=CC=2)(C2C=CC=CC=2)C2C=CC=CC=2)([P](C2C=CC=CC=2)(C2C=CC=CC=2)C2C=CC=CC=2)[P](C2C=CC=CC=2)(C2C=CC=CC=2)C2C=CC=CC=2)(C2C=CC=CC=2)C2C=CC=CC=2)=CC=1. The product is [CH2:15]([O:17][C:18]([C:19]1[CH:24]=[C:23]2[CH:4]=[CH:3][NH:26][C:22]2=[N:21][C:20]=1[NH2:27])=[O:28])[CH3:16]. The yield is 0.350. (3) The reactants are [Cl:1][C:2]1[CH:7]=[C:6]([N+:8]([O-])=O)[CH:5]=[C:4]([Cl:11])[N:3]=1.O.Cl. The catalyst is C(O)C.[Fe]. The product is [Cl:1][C:2]1[CH:7]=[C:6]([NH2:8])[CH:5]=[C:4]([Cl:11])[N:3]=1. The yield is 0.951. (4) The reactants are [CH2:1]([C:3]1[N:13]([CH2:14][C:15]2[CH:20]=[CH:19][C:18]([NH:21][CH:22]3[CH2:27][CH2:26][N:25]([C:28]([CH:30]4[CH2:35][CH2:34][N:33](C(OC(C)(C)C)=O)[CH2:32][CH2:31]4)=[O:29])[CH2:24][CH2:23]3)=[CH:17][CH:16]=2)[C:6]2=[N:7][C:8]([CH3:12])=[CH:9][C:10]([CH3:11])=[C:5]2[N:4]=1)[CH3:2].C(OCC)(=O)C.Cl.[OH-].[Na+]. The catalyst is C(Cl)(Cl)Cl. The product is [CH2:1]([C:3]1[N:13]([CH2:14][C:15]2[CH:20]=[CH:19][C:18]([NH:21][CH:22]3[CH2:27][CH2:26][N:25]([C:28]([CH:30]4[CH2:35][CH2:34][NH:33][CH2:32][CH2:31]4)=[O:29])[CH2:24][CH2:23]3)=[CH:17][CH:16]=2)[C:6]2=[N:7][C:8]([CH3:12])=[CH:9][C:10]([CH3:11])=[C:5]2[N:4]=1)[CH3:2]. The yield is 0.600. (5) The catalyst is CN(C=O)C. The product is [F:1][C:2]1[C:3]([O:35][CH2:36][O:37][CH2:38][CH2:39][Si:40]([CH3:43])([CH3:42])[CH3:41])=[CH:4][C:5]([CH2:30][C:31]([F:34])([F:33])[F:32])=[C:6]([C:8]2[N:13]=[C:12]([NH:78][CH2:76][C:62]3[CH:57]=[CH:58][CH:59]=[CH:60][C:61]=3[CH2:56][NH:45][C:46](=[O:55])[O:47][CH2:48][C:49]3[CH:50]=[CH:51][CH:52]=[CH:53][CH:54]=3)[C:11]3[C:15]([C:26](=[O:27])[NH:28][CH3:29])=[N:16][N:17]([CH2:18][O:19][CH2:20][CH2:21][Si:22]([CH3:25])([CH3:24])[CH3:23])[C:10]=3[CH:9]=2)[CH:7]=1. The reactants are [F:1][C:2]1[C:3]([O:35][CH2:36][O:37][CH2:38][CH2:39][Si:40]([CH3:43])([CH3:42])[CH3:41])=[CH:4][C:5]([CH2:30][C:31]([F:34])([F:33])[F:32])=[C:6]([C:8]2[N+:13]([O-])=[CH:12][C:11]3[C:15]([C:26]([NH:28][CH3:29])=[O:27])=[N:16][N:17]([CH2:18][O:19][CH2:20][CH2:21][Si:22]([CH3:25])([CH3:24])[CH3:23])[C:10]=3[CH:9]=2)[CH:7]=1.C[N:45]([C:56]1[CH:61]=[CH:60][CH:59]=[CH:58][C:57]=1[CH2:62]NC(OC1C=CC([N+]([O-])=O)=CC=1)=O)[C:46](=[O:55])[O:47][CH2:48][C:49]1[CH:54]=[CH:53][CH:52]=[CH:51][CH:50]=1.[CH2:76]([N:78](CC)CC)C. The yield is 0.940.